The task is: Predict the reactants needed to synthesize the given product.. This data is from Full USPTO retrosynthesis dataset with 1.9M reactions from patents (1976-2016). (1) Given the product [Br:1][C:2]1[CH:7]=[CH:6][CH:5]=[C:4]2[C:3]=1[NH:8][CH:9]=[CH:10][C:15]2=[O:16], predict the reactants needed to synthesize it. The reactants are: [Br:1][C:2]1[CH:7]=[CH:6][CH:5]=[CH:4][C:3]=1[NH:8][CH:9]=[C:10]1[C:15](=[O:16])OC(C)(C)OC1=O.CCCCCC. (2) Given the product [C:21]1([N:20]2[C:11]3[C:10]4[CH:9]=[C:8]([C:4]5[CH:5]=[CH:6][CH:7]=[C:2]([N:27]6[CH2:32][CH2:31][NH:30][CH2:29][CH2:28]6)[CH:3]=5)[CH:17]=[CH:16][C:15]=4[N:14]=[CH:13][C:12]=3[N:18]=[CH:19]2)[CH:26]=[CH:25][CH:24]=[CH:23][CH:22]=1, predict the reactants needed to synthesize it. The reactants are: F[C:2]1[CH:3]=[C:4]([C:8]2[CH:17]=[CH:16][C:15]3[N:14]=[CH:13][C:12]4[N:18]=[CH:19][N:20]([C:21]5[CH:26]=[CH:25][CH:24]=[CH:23][CH:22]=5)[C:11]=4[C:10]=3[CH:9]=2)[CH:5]=[CH:6][CH:7]=1.[NH:27]1[CH2:32][CH2:31][NH:30][CH2:29][CH2:28]1. (3) Given the product [Cl:1][C:2]1[S:6][C:5]([C:7]([NH:9][CH2:10][C:11]2[N:12]=[N:13][N:14]([C:16]3[CH:21]=[CH:20][C:19]([N:23]4[CH:30]=[CH:29][C:27](=[O:28])[NH:26][C:24]4=[O:25])=[CH:18][CH:17]=3)[CH:15]=2)=[O:8])=[CH:4][CH:3]=1, predict the reactants needed to synthesize it. The reactants are: [Cl:1][C:2]1[S:6][C:5]([C:7]([NH:9][CH2:10][C:11]2[N:12]=[N:13][N:14]([C:16]3[CH:21]=[CH:20][C:19](I)=[CH:18][CH:17]=3)[CH:15]=2)=[O:8])=[CH:4][CH:3]=1.[NH:23]1[CH:30]=[CH:29][C:27](=[O:28])[NH:26][C:24]1=[O:25].OC1C=CC=C2C=1N=CC=C2.C(=O)([O-])[O-].[K+].[K+]. (4) Given the product [Cl:30][C:27]1[CH:26]=[CH:25][C:24]([CH2:23][N:13]([S:14]([C:17]2[CH:21]=[CH:20][N:19]([CH3:22])[N:18]=2)(=[O:15])=[O:16])[C:9]2[CH:8]=[C:7]([CH:12]=[CH:11][CH:10]=2)[C:6]([OH:31])=[O:5])=[CH:29][CH:28]=1, predict the reactants needed to synthesize it. The reactants are: C([O:5][C:6](=[O:31])[C:7]1[CH:12]=[CH:11][CH:10]=[C:9]([N:13]([CH2:23][C:24]2[CH:29]=[CH:28][C:27]([Cl:30])=[CH:26][CH:25]=2)[S:14]([C:17]2[CH:21]=[CH:20][N:19]([CH3:22])[N:18]=2)(=[O:16])=[O:15])[CH:8]=1)(C)(C)C. (5) Given the product [CH3:1][C:2]1[O:6][N:5]=[C:4]([C:7]2[CH:12]=[CH:11][CH:10]=[CH:9][CH:8]=2)[C:3]=1[C:13]1[O:14][C:27]([C:20]2[C:21]3[C:26](=[CH:25][CH:24]=[CH:23][CH:22]=3)[N:17]=[CH:18][CH:19]=2)=[N:16][N:15]=1, predict the reactants needed to synthesize it. The reactants are: [CH3:1][C:2]1[O:6][N:5]=[C:4]([C:7]2[CH:12]=[CH:11][CH:10]=[CH:9][CH:8]=2)[C:3]=1[C:13]([NH:15][NH2:16])=[O:14].[N:17]1[C:26]2[C:21](=[CH:22][CH:23]=[CH:24][CH:25]=2)[C:20]([C:27](O)=O)=[CH:19][CH:18]=1. (6) The reactants are: Cl[C:2]1[N:7]=[CH:6][C:5]([CH2:8][NH:9][C:10]([C:12]2[N:16]3[CH:17]=[CH:18][CH:19]=[C:20]([O:21][CH2:22][CH:23]4[CH2:28][CH2:27][CH2:26][CH2:25][CH2:24]4)[C:15]3=[N:14][C:13]=2[CH3:29])=[O:11])=[CH:4][CH:3]=1.[NH:30]1[CH2:35][CH2:34][CH2:33][CH:32]([C:36]([O:38][CH2:39][CH3:40])=[O:37])[CH2:31]1.[Cl-].[NH4+].C(OCC)(=O)C. Given the product [CH:23]1([CH2:22][O:21][C:20]2[C:15]3[N:16]([C:12]([C:10]([NH:9][CH2:8][C:5]4[CH:4]=[CH:3][C:2]([N:30]5[CH2:35][CH2:34][CH2:33][CH:32]([C:36]([O:38][CH2:39][CH3:40])=[O:37])[CH2:31]5)=[N:7][CH:6]=4)=[O:11])=[C:13]([CH3:29])[N:14]=3)[CH:17]=[CH:18][CH:19]=2)[CH2:28][CH2:27][CH2:26][CH2:25][CH2:24]1, predict the reactants needed to synthesize it. (7) Given the product [NH2:1][C:2]1[N:7]=[CH:6][N:5]=[C:4]2[N:8]([CH2:12][C@H:13]([NH:15][C:16](=[O:22])[O:17][C:18]([CH3:21])([CH3:20])[CH3:19])[CH3:14])[N:9]=[C:10]([C:25]3[CH:26]=[CH:27][C:28]([O:30][C:31]4[CH:36]=[CH:35][CH:34]=[CH:33][CH:32]=4)=[CH:29][C:24]=3[F:23])[C:3]=12, predict the reactants needed to synthesize it. The reactants are: [NH2:1][C:2]1[N:7]=[CH:6][N:5]=[C:4]2[N:8]([CH2:12][C@H:13]([NH:15][C:16](=[O:22])[O:17][C:18]([CH3:21])([CH3:20])[CH3:19])[CH3:14])[N:9]=[C:10](I)[C:3]=12.[F:23][C:24]1[CH:29]=[C:28]([O:30][C:31]2[CH:36]=[CH:35][CH:34]=[CH:33][CH:32]=2)[CH:27]=[CH:26][C:25]=1B(O)O.C([O-])([O-])=O.[K+].[K+].O1CCOCC1.